From a dataset of Reaction yield outcomes from USPTO patents with 853,638 reactions. Predict the reaction yield, written as a fraction of the theoretical maximum amount of product (1.0 means a 100% yield; for example, 0.34 means a 34% yield). (1) The reactants are [C:1]([C:3]([C:6]1[CH:7]=[C:8]([CH:12]=[CH:13][CH:14]=1)[C:9]([OH:11])=O)([CH3:5])[CH3:4])#[N:2].C(Cl)(=O)C(Cl)=O.O1CCCC1.[NH2:26][C:27]1[N:28]=[C:29]2[CH:34]=[CH:33][C:32]([O:35][C:36]3[CH:37]=[C:38]([NH:42][C:43]([CH:45]4[CH2:47][CH2:46]4)=[O:44])[CH:39]=[CH:40][CH:41]=3)=[N:31][N:30]2[CH:48]=1. The catalyst is CN(C)C=O.CN(C)C(=O)C. The product is [C:1]([C:3]([C:6]1[CH:7]=[C:8]([CH:12]=[CH:13][CH:14]=1)[C:9]([NH:26][C:27]1[N:28]=[C:29]2[CH:34]=[CH:33][C:32]([O:35][C:36]3[CH:41]=[CH:40][CH:39]=[C:38]([NH:42][C:43]([CH:45]4[CH2:47][CH2:46]4)=[O:44])[CH:37]=3)=[N:31][N:30]2[CH:48]=1)=[O:11])([CH3:4])[CH3:5])#[N:2]. The yield is 0.710. (2) The reactants are [CH3:1][O:2][C:3](=[O:23])/[C:4](/[CH2:13][C:14]1[CH:19]=[CH:18][C:17]([C:20](O)=[O:21])=[CH:16][CH:15]=1)=[C:5](/[CH:10]([CH3:12])[CH3:11])\[C:6]([O:8][CH3:9])=[O:7].ON1C2C=CC=CC=2N=N1.Cl.C(N=C=NCCCN(C)C)C.Cl.[C:47]([O:50][CH:51]1[CH2:56][CH2:55][NH:54][CH2:53][CH2:52]1)(=[O:49])[CH3:48].C(N(CC)CC)C. The catalyst is ClCCl.O. The product is [CH3:1][O:2][C:3](=[O:23])/[C:4](/[CH2:13][C:14]1[CH:19]=[CH:18][C:17]([C:20]([N:54]2[CH2:55][CH2:56][CH:51]([O:50][C:47](=[O:49])[CH3:48])[CH2:52][CH2:53]2)=[O:21])=[CH:16][CH:15]=1)=[C:5](/[CH:10]([CH3:11])[CH3:12])\[C:6]([O:8][CH3:9])=[O:7]. The yield is 0.780. (3) The catalyst is C(Cl)(Cl)Cl. The product is [CH3:1][O:2][C:3]1[CH:4]=[C:5]2[C:10](=[CH:11][C:12]=1[O:13][CH3:14])[N:9]=[CH:8][CH:7]=[C:6]2[O:15][C:16]1[CH:22]=[CH:21][C:19]([NH:20][C:34]([NH:49][CH:47]([C:43]2[S:42][CH:46]=[CH:45][N:44]=2)[CH3:48])=[O:40])=[CH:18][CH:17]=1. The yield is 0.780. The reactants are [CH3:1][O:2][C:3]1[CH:4]=[C:5]2[C:10](=[CH:11][C:12]=1[O:13][CH3:14])[N:9]=[CH:8][CH:7]=[C:6]2[O:15][C:16]1[CH:22]=[CH:21][C:19]([NH2:20])=[CH:18][CH:17]=1.C(N(CC)CC)C.ClC(Cl)(O[C:34](=[O:40])OC(Cl)(Cl)Cl)Cl.[S:42]1[CH:46]=[CH:45][N:44]=[C:43]1[CH:47]([NH2:49])[CH3:48].